From a dataset of Merck oncology drug combination screen with 23,052 pairs across 39 cell lines. Regression. Given two drug SMILES strings and cell line genomic features, predict the synergy score measuring deviation from expected non-interaction effect. (1) Drug 1: CC(=O)OC1C(=O)C2(C)C(O)CC3OCC3(OC(C)=O)C2C(OC(=O)c2ccccc2)C2(O)CC(OC(=O)C(O)C(NC(=O)c3ccccc3)c3ccccc3)C(C)=C1C2(C)C. Drug 2: CS(=O)(=O)CCNCc1ccc(-c2ccc3ncnc(Nc4ccc(OCc5cccc(F)c5)c(Cl)c4)c3c2)o1. Cell line: UWB1289BRCA1. Synergy scores: synergy=11.7. (2) Drug 1: N#Cc1ccc(Cn2cncc2CN2CCN(c3cccc(Cl)c3)C(=O)C2)cc1. Drug 2: NC1CCCCC1N.O=C(O)C(=O)O.[Pt+2]. Cell line: UWB1289BRCA1. Synergy scores: synergy=6.53. (3) Drug 1: O=P1(N(CCCl)CCCl)NCCCO1. Drug 2: CC(C)CC(NC(=O)C(Cc1ccccc1)NC(=O)c1cnccn1)B(O)O. Cell line: NCIH1650. Synergy scores: synergy=-14.5.